From a dataset of Full USPTO retrosynthesis dataset with 1.9M reactions from patents (1976-2016). Predict the reactants needed to synthesize the given product. (1) Given the product [F:1][CH2:2][C:3]([NH:6][C:7]1[N:16]([CH3:17])[C:15](=[O:18])[C:14]2[C:9](=[C:10]([C:27]3[NH:26][C:25]4[C@@H:21]([CH3:20])[NH:22][C:23](=[O:38])[C:24]=4[CH:28]=3)[CH:11]=[CH:12][CH:13]=2)[N:8]=1)([CH3:5])[CH3:4], predict the reactants needed to synthesize it. The reactants are: [F:1][CH2:2][C:3]([NH:6][C:7]1[N:16]([CH3:17])[C:15](=[O:18])[C:14]2[C:9](=[C:10](I)[CH:11]=[CH:12][CH:13]=2)[N:8]=1)([CH3:5])[CH3:4].[CH3:20][C@@H:21]1[C:25]2[NH:26][C:27](B3OC(C)(C)C(C)(C)O3)=[CH:28][C:24]=2[C:23](=[O:38])[NH:22]1. (2) The reactants are: C(OC([N:8](COCC[Si](C)(C)C)[C:9]1[S:10][C@:11]2([C:26]([O:28][CH3:29])=[O:27])[C@H:13]([C@:14]([C:18]3[CH:23]=[CH:22][CH:21]=[C:20]([F:24])[C:19]=3[F:25])([CH2:16][F:17])[N:15]=1)[CH2:12]2)=O)(C)(C)C.[Li+].C[Si]([N-:43][Si](C)(C)C)(C)C. Given the product [NH2:8][C:9]1[S:10][C@:11]2([C:26]([O:28][CH3:29])=[O:27])[C@H:13]([C@:14]([C:18]3[CH:23]=[C:22]([NH2:43])[CH:21]=[C:20]([F:24])[C:19]=3[F:25])([CH2:16][F:17])[N:15]=1)[CH2:12]2, predict the reactants needed to synthesize it. (3) The reactants are: Br[C:2]1[CH:3]=[C:4]2[C:9](=[CH:10][CH:11]=1)[N:8]=[CH:7][C:6]([C:12]([CH:14]1[CH2:16][CH2:15]1)=[O:13])=[C:5]2[NH:17][C:18]1[CH:19]=[CH:20][C:21]([O:24][CH2:25][CH2:26][NH:27]C(=O)OC(C)(C)C)=[N:22][CH:23]=1.[Cl:35][C:36]1[CH:41]=[C:40](B2OC(C)(C)C(C)(C)O2)[CH:39]=[C:38]([Cl:51])[C:37]=1[OH:52]. Given the product [NH2:27][CH2:26][CH2:25][O:24][C:21]1[N:22]=[CH:23][C:18]([NH:17][C:5]2[C:4]3[C:9](=[CH:10][CH:11]=[C:2]([C:40]4[CH:41]=[C:36]([Cl:35])[C:37]([OH:52])=[C:38]([Cl:51])[CH:39]=4)[CH:3]=3)[N:8]=[CH:7][C:6]=2[C:12]([CH:14]2[CH2:15][CH2:16]2)=[O:13])=[CH:19][CH:20]=1, predict the reactants needed to synthesize it.